This data is from Full USPTO retrosynthesis dataset with 1.9M reactions from patents (1976-2016). The task is: Predict the reactants needed to synthesize the given product. (1) Given the product [C:1]1([C:7]2[CH:12]=[CH:11][C:10]([N:13]([CH2:24][C:25]3[CH:33]=[CH:32][C:28]([C:29]([NH:40][C:39]4[NH:38][N:37]=[N:36][N:35]=4)=[O:30])=[CH:27][CH:26]=3)[C:14]3[N:18]([CH3:19])[C:17]4[CH:20]=[CH:21][CH:22]=[CH:23][C:16]=4[N:15]=3)=[CH:9][CH:8]=2)[CH2:6][CH2:5][CH2:4][CH2:3][CH:2]=1, predict the reactants needed to synthesize it. The reactants are: [C:1]1([C:7]2[CH:12]=[CH:11][C:10]([N:13]([CH2:24][C:25]3[CH:33]=[CH:32][C:28]([C:29](O)=[O:30])=[CH:27][CH:26]=3)[C:14]3[N:18]([CH3:19])[C:17]4[CH:20]=[CH:21][CH:22]=[CH:23][C:16]=4[N:15]=3)=[CH:9][CH:8]=2)[CH2:6][CH2:5][CH2:4][CH2:3][CH:2]=1.O.[NH:35]1[C:39]([NH2:40])=[N:38][N:37]=[N:36]1.C1C=CC2N(O)N=NC=2C=1.C(Cl)CCl.CCN(C(C)C)C(C)C.Cl. (2) Given the product [Cl:19][C:17]1[CH:18]=[C:13]([NH:12][C:6]2[CH:5]=[C:4]([CH:9]=[CH:8][C:7]=2[OH:10])[C:3]([OH:21])=[O:2])[CH:14]=[C:15]([Cl:20])[CH:16]=1, predict the reactants needed to synthesize it. The reactants are: C[O:2][C:3](=[O:21])[C:4]1[CH:9]=[CH:8][C:7]([O:10]C)=[C:6]([NH:12][C:13]2[CH:18]=[C:17]([Cl:19])[CH:16]=[C:15]([Cl:20])[CH:14]=2)[CH:5]=1.Br.[OH-].[NH4+]. (3) Given the product [CH2:6]1[C@@H:5]2[CH2:4][C:3]3[C:14]([C:15]([O:17][CH2:18][CH3:19])=[O:16])=[N:24][NH:25][C:2]=3[C@H:1]12, predict the reactants needed to synthesize it. The reactants are: [C@@H:1]12[CH2:6][C@@H:5]1[CH2:4][CH2:3][C:2]2=O.CC(C)([O-])C.[K+].[C:14](OCC)(=O)[C:15]([O:17][CH2:18][CH3:19])=[O:16].[NH2:24][NH2:25].Cl.